Dataset: Catalyst prediction with 721,799 reactions and 888 catalyst types from USPTO. Task: Predict which catalyst facilitates the given reaction. (1) Reactant: O=[C:2]1[CH2:19][CH2:18][C:5]2([CH2:10][CH2:9][N:8]([C:11]([O:13][C:14]([CH3:17])([CH3:16])[CH3:15])=[O:12])[CH2:7][CH2:6]2)[CH2:4][CH2:3]1.Cl.[F:21][C:22]1([F:26])[CH2:25][NH:24][CH2:23]1.C(N(CC)CC)C.C(O[BH-](OC(=O)C)OC(=O)C)(=O)C.[Na+].C(=O)([O-])O.[Na+]. Product: [F:21][C:22]1([F:26])[CH2:25][N:24]([CH:2]2[CH2:19][CH2:18][C:5]3([CH2:10][CH2:9][N:8]([C:11]([O:13][C:14]([CH3:17])([CH3:16])[CH3:15])=[O:12])[CH2:7][CH2:6]3)[CH2:4][CH2:3]2)[CH2:23]1. The catalyst class is: 26. (2) Reactant: [Cl:1][C:2]1[N:7]=[C:6]([NH:8][C:9]2[CH:14]=[CH:13][C:12]([O:15][CH3:16])=[CH:11][CH:10]=2)[C:5]([N+:17]([O-])=O)=[CH:4][N:3]=1. Product: [Cl:1][C:2]1[N:7]=[C:6]([NH:8][C:9]2[CH:10]=[CH:11][C:12]([O:15][CH3:16])=[CH:13][CH:14]=2)[C:5]([NH2:17])=[CH:4][N:3]=1. The catalyst class is: 446. (3) Reactant: [Br:1][C:2]1[C:3]([F:20])=[C:4]([F:19])[C:5]([NH:11][C:12]2[CH:17]=[CH:16][CH:15]=[CH:14][C:13]=2[Cl:18])=[C:6]([CH:10]=1)[C:7]([OH:9])=[O:8].[Si](C=[N+]=[N-])(C)(C)[CH3:22]. Product: [CH3:22][O:8][C:7](=[O:9])[C:6]1[CH:10]=[C:2]([Br:1])[C:3]([F:20])=[C:4]([F:19])[C:5]=1[NH:11][C:12]1[CH:17]=[CH:16][CH:15]=[CH:14][C:13]=1[Cl:18]. The catalyst class is: 36. (4) Reactant: [CH3:1][O:2][P:3]([CH2:7][C:8]([CH3:31])=[CH:9][CH2:10][C:11]1[C:12]([O:24]CC[Si](C)(C)C)=[C:13]2[C:17](=[C:18]([CH3:22])[C:19]=1[CH2:20][CH3:21])[CH2:16][O:15][C:14]2=[O:23])(=[O:6])[O:4][CH3:5].C(O)(C(F)(F)F)=O. Product: [CH3:1][O:2][P:3]([CH2:7][C:8]([CH3:31])=[CH:9][CH2:10][C:11]1[C:12]([OH:24])=[C:13]2[C:17](=[C:18]([CH3:22])[C:19]=1[CH2:20][CH3:21])[CH2:16][O:15][C:14]2=[O:23])(=[O:6])[O:4][CH3:5]. The catalyst class is: 2.